Task: Predict the reactants needed to synthesize the given product.. Dataset: Full USPTO retrosynthesis dataset with 1.9M reactions from patents (1976-2016) (1) Given the product [OH:1][N:2]1[C:6](=[O:7])[CH2:5][CH2:4][C:3]1=[O:8].[C:9]([OH:28])(=[O:27])[CH2:10][CH2:11][CH2:12][CH2:13][CH2:14][CH2:15][CH2:16][CH2:17][CH2:18][CH2:19][CH3:20], predict the reactants needed to synthesize it. The reactants are: [OH:1][N:2]1[C:6](=[O:7])[CH2:5][CH2:4][C:3]1=[O:8].[C:9]([OH:28])(=[O:27])[CH2:10][CH2:11][CH2:12][CH2:13][CH2:14][CH2:15][CH2:16]/[CH:17]=[CH:18]\[CH2:19][CH2:20]CCCCCC.ON1C(=O)CCC1=O.CCN(C(C)C)C(C)C.C(Cl)(=O)CCCCCCCCCCC. (2) Given the product [CH:15]1([C:18]2[S:22][C:21]([NH:23][C:24](=[O:30])[C@@H:25]([NH:29][CH:7]3[CH2:6][CH2:5][C:4]4[C:9](=[C:10]([F:12])[CH:11]=[C:2]([F:1])[CH:3]=4)[CH2:8]3)[CH2:26][CH2:27][CH3:28])=[N:20][N:19]=2)[CH2:16][CH2:17]1, predict the reactants needed to synthesize it. The reactants are: [F:1][C:2]1[CH:3]=[C:4]2[C:9](=[C:10]([F:12])[CH:11]=1)[CH2:8][C:7](=O)[CH2:6][CH2:5]2.Cl.[CH:15]1([C:18]2[S:22][C:21]([NH:23][C:24](=[O:30])[CH:25]([NH2:29])[CH2:26][CH2:27][CH3:28])=[N:20][N:19]=2)[CH2:17][CH2:16]1.S([O-])([O-])(=O)=O.[Na+].[Na+].C(O[BH-](OC(=O)C)OC(=O)C)(=O)C.[Na+]. (3) Given the product [O:20]1[C:24]2[CH:25]=[CH:26][CH:27]=[CH:28][C:23]=2[CH:22]=[C:21]1[C:29]1[N:33]2[N:34]=[C:35]([NH:10][C:8](=[O:9])[CH:7]([OH:17])[CH:11]3[CH2:12][CH2:13][O:14][CH2:15][CH2:16]3)[CH:36]=[CH:37][C:32]2=[N:31][CH:30]=1, predict the reactants needed to synthesize it. The reactants are: C1([C:7]([OH:17])([CH:11]2[CH2:16][CH2:15][O:14][CH2:13][CH2:12]2)[C:8]([NH2:10])=[O:9])CCCCC1.[H-].[Na+].[O:20]1[C:24]2[CH:25]=[CH:26][CH:27]=[CH:28][C:23]=2[CH:22]=[C:21]1[C:29]1[N:33]2[N:34]=[C:35](Cl)[CH:36]=[CH:37][C:32]2=[N:31][CH:30]=1. (4) Given the product [CH2:1]([C@@H:5]1[N:10]([C:28]([C@@H:26]2[CH2:27][C@H:25]2[C:19]2[CH:24]=[CH:23][CH:22]=[CH:21][CH:20]=2)=[O:29])[CH2:9][C@H:8]([C:11]2[CH:16]=[CH:15][CH:14]=[CH:13][C:12]=2[CH3:17])[NH:7][C:6]1=[O:18])[CH:2]([CH3:4])[CH3:3], predict the reactants needed to synthesize it. The reactants are: [CH2:1]([C@@H:5]1[NH:10][CH2:9][C@H:8]([C:11]2[CH:16]=[CH:15][CH:14]=[CH:13][C:12]=2[CH3:17])[NH:7][C:6]1=[O:18])[CH:2]([CH3:4])[CH3:3].[C:19]1([C@@H:25]2[CH2:27][C@H:26]2[C:28](O)=[O:29])[CH:24]=[CH:23][CH:22]=[CH:21][CH:20]=1.C([C@@H]1N(C([C@@H]2C[C@H]2C2C=CC=CC=2)=O)C[C@H](CC(C)C)NC1=O)C(C)C. (5) Given the product [F:1][C:2]1[C:10]([CH3:11])=[CH:9][CH:8]=[C:7]([N:12]2[N:16]=[CH:15][CH:14]=[N:13]2)[C:3]=1[C:4]([N:20]1[CH2:21][CH2:22][CH2:23][C@@H:18]([CH3:17])[C@H:19]1[CH2:24][NH:25][C:33]1[N:42]=[CH:41][C:40]([C:43]([F:46])([F:45])[F:44])=[CH:39][N:38]=1)=[O:6], predict the reactants needed to synthesize it. The reactants are: [F:1][C:2]1[C:10]([CH3:11])=[CH:9][CH:8]=[C:7]([N:12]2[N:16]=[CH:15][CH:14]=[N:13]2)[C:3]=1[C:4]([OH:6])=O.[CH3:17][C@@H:18]1[CH2:23][CH2:22][CH2:21][NH:20][C@@H:19]1[CH2:24][N:25]1[C:33](=O)C2C(=CC=CC=2)C1=O.FC1[N:42]=[CH:41][C:40]([C:43]([F:46])([F:45])[F:44])=[CH:39][N:38]=1.